From a dataset of CYP2D6 inhibition data for predicting drug metabolism from PubChem BioAssay. Regression/Classification. Given a drug SMILES string, predict its absorption, distribution, metabolism, or excretion properties. Task type varies by dataset: regression for continuous measurements (e.g., permeability, clearance, half-life) or binary classification for categorical outcomes (e.g., BBB penetration, CYP inhibition). Dataset: cyp2d6_veith. The result is 0 (non-inhibitor). The drug is CNC[C@H](O)[C@H](O)[C@H](O)[C@H](O)CO.Cc1c(Nc2ncccc2C(=O)O)cccc1C(F)(F)F.